This data is from Full USPTO retrosynthesis dataset with 1.9M reactions from patents (1976-2016). The task is: Predict the reactants needed to synthesize the given product. (1) The reactants are: [NH2:1][C:2]1[CH:3]=[C:4]2[C:12](=[CH:13][CH:14]=1)[NH:11][C:10]1[CH:9]=[C:8]([C:15]3[C:16]([CH3:21])=[N:17][O:18][C:19]=3[CH3:20])[CH:7]=[C:6]([C:22]([NH2:24])=[O:23])[C:5]2=1.N1C=CC=CC=1.[C:31](Cl)(=[O:37])[O:32][CH2:33][CH2:34][CH2:35]Cl.C(=O)([O-])[O-].[K+].[K+].CCCCCCCCCCCCOS([O-])(=O)=O.[Na+].C(O)(C(F)(F)F)=O. Given the product [CH3:21][C:16]1[C:15]([C:8]2[CH:7]=[C:6]([C:22]([NH2:24])=[O:23])[C:5]3[C:4]4[C:12](=[CH:13][CH:14]=[C:2]([N:1]5[CH2:35][CH2:34][CH2:33][O:32][C:31]5=[O:37])[CH:3]=4)[NH:11][C:10]=3[CH:9]=2)=[C:19]([CH3:20])[O:18][N:17]=1, predict the reactants needed to synthesize it. (2) Given the product [F:22][C:16]1[CH:17]=[C:18]([F:21])[CH:19]=[CH:20][C:15]=1[C:11]1([OH:14])[CH2:10][CH2:9][NH:8][CH2:13][CH2:12]1, predict the reactants needed to synthesize it. The reactants are: C(OC([N:8]1[CH2:13][CH2:12][C:11]([C:15]2[CH:20]=[CH:19][C:18]([F:21])=[CH:17][C:16]=2[F:22])([OH:14])[CH2:10][CH2:9]1)=O)(C)(C)C.